This data is from Catalyst prediction with 721,799 reactions and 888 catalyst types from USPTO. The task is: Predict which catalyst facilitates the given reaction. (1) The catalyst class is: 5. Reactant: [Br:1][C:2]1[CH:3]=[C:4]([N:8]2[CH:12]=[C:11]([C@:13]([NH:20][S@@](C(C)(C)C)=O)([CH3:19])[C:14]([F:18])([F:17])[CH2:15][OH:16])[CH:10]=[N:9]2)[CH:5]=[CH:6][CH:7]=1.Cl. Product: [NH2:20][C@@:13]([C:11]1[CH:10]=[N:9][N:8]([C:4]2[CH:5]=[CH:6][CH:7]=[C:2]([Br:1])[CH:3]=2)[CH:12]=1)([CH3:19])[C:14]([F:17])([F:18])[CH2:15][OH:16]. (2) Reactant: [OH:1]OS([O-])=O.[K+].[CH3:7][S:8][C:9]1[N:14]=[C:13]([C:15]2[N:19]([C:20]3[CH:25]=[CH:24][CH:23]=[CH:22][CH:21]=3)[N:18]=[CH:17][CH:16]=2)[CH:12]=[CH:11][N:10]=1.[OH2:26]. Product: [CH3:7][S:8]([C:9]1[N:14]=[C:13]([C:15]2[N:19]([C:20]3[CH:21]=[CH:22][CH:23]=[CH:24][CH:25]=3)[N:18]=[CH:17][CH:16]=2)[CH:12]=[CH:11][N:10]=1)(=[O:1])=[O:26]. The catalyst class is: 5.